Task: Predict which catalyst facilitates the given reaction.. Dataset: Catalyst prediction with 721,799 reactions and 888 catalyst types from USPTO (1) Reactant: [H-].[Na+].[NH:3]1[CH:7]=[CH:6][CH:5]=[N:4]1.Br[C:9]1([C:13]([O:15][CH2:16][CH3:17])=[O:14])[CH2:12][CH2:11][CH2:10]1.CN(P(N(C)C)(N(C)C)=O)C. Product: [N:3]1([C:9]2([C:13]([O:15][CH2:16][CH3:17])=[O:14])[CH2:12][CH2:11][CH2:10]2)[CH:7]=[CH:6][CH:5]=[N:4]1. The catalyst class is: 348. (2) Reactant: [CH2:1]([O:8][C@@H:9]1[C@H:12]([C@H:13]2[CH2:17][O:16]C(C)(C)[O:14]2)[N:11]([C:20]2[CH:25]=[CH:24][C:23]([O:26][CH3:27])=[CH:22][CH:21]=2)[C:10]1=[O:28])[C:2]1[CH:7]=[CH:6][CH:5]=[CH:4][CH:3]=1.[CH3:29][Si]([N-][Si](C)(C)C)(C)C.[Li+].CI.[Cl-].[NH4+]. Product: [CH2:1]([O:8][C@:9]1([CH3:29])[C@H:12]([C@H:13]([OH:14])[CH2:17][OH:16])[N:11]([C:20]2[CH:25]=[CH:24][C:23]([O:26][CH3:27])=[CH:22][CH:21]=2)[C:10]1=[O:28])[C:2]1[CH:3]=[CH:4][CH:5]=[CH:6][CH:7]=1. The catalyst class is: 7. (3) Reactant: [F:1][C:2]1[CH:14]=[C:13](F)[C:12]([N+:16]([O-:18])=[O:17])=[CH:11][C:3]=1[NH:4][C:5]1[CH:10]=[CH:9][CH:8]=[CH:7][CH:6]=1.[CH:19]1([CH2:25][NH2:26])[CH2:24][CH2:23][CH2:22][CH2:21][CH2:20]1.CCN(C(C)C)C(C)C.Cl. Product: [CH:19]1([CH2:25][NH:26][C:13]2[C:12]([N+:16]([O-:18])=[O:17])=[CH:11][C:3]([NH:4][C:5]3[CH:10]=[CH:9][CH:8]=[CH:7][CH:6]=3)=[C:2]([F:1])[CH:14]=2)[CH2:24][CH2:23][CH2:22][CH2:21][CH2:20]1. The catalyst class is: 3. (4) Reactant: [CH2:1]([O:3][C:4](=[O:13])[C:5]1[CH:10]=[C:9]([Cl:11])[C:8](Cl)=[N:7][CH:6]=1)[CH3:2].[NH:14]1[CH2:18][CH2:17][CH:16]([C:19]([OH:21])=[O:20])[CH2:15]1.CCN(C(C)C)C(C)C. Product: [Cl:11][C:9]1[C:8]([N:14]2[CH2:18][CH2:17][CH:16]([C:19]([OH:21])=[O:20])[CH2:15]2)=[N:7][CH:6]=[C:5]([C:4]([O:3][CH2:1][CH3:2])=[O:13])[CH:10]=1. The catalyst class is: 44. (5) Reactant: [H-].[Na+].[C:3]([O:7][C:8]([N:10]1[CH2:15][CH2:14][CH2:13][C:12]([NH:25][C:26]([O:28][CH2:29][C:30]2[CH:35]=[CH:34][CH:33]=[CH:32][CH:31]=2)=[O:27])([C:16]([F:24])([F:23])[CH2:17]OS(C)(=O)=O)[CH2:11]1)=[O:9])([CH3:6])([CH3:5])[CH3:4].O. Product: [C:3]([O:7][C:8]([N:10]1[CH2:15][CH2:14][CH2:13][C:12]2([N:25]([C:26]([O:28][CH2:29][C:30]3[CH:31]=[CH:32][CH:33]=[CH:34][CH:35]=3)=[O:27])[CH2:17][C:16]2([F:24])[F:23])[CH2:11]1)=[O:9])([CH3:4])([CH3:5])[CH3:6]. The catalyst class is: 9. (6) Reactant: Cl.[O:2]=[C:3]1[N:12]([CH2:13][CH2:14][CH2:15][N:16]([CH2:20][CH2:21][CH2:22][CH2:23][NH:24][CH2:25][CH2:26][CH2:27][N:28]2[C:37](=[O:38])[C:36]3[C:31](=[CH:32][CH:33]=[CH:34][CH:35]=3)[NH:30][C:29]2=[O:39])[C:17](=[O:19])[CH3:18])[C:11](=[O:40])[C:10]2[C:5](=[CH:6][CH:7]=[CH:8][CH:9]=2)[NH:4]1.[CH2:41](N(CC)CC)C.C=O.[BH4-].[Na+]. Product: [O:2]=[C:3]1[N:12]([CH2:13][CH2:14][CH2:15][N:16]([CH2:20][CH2:21][CH2:22][CH2:23][N:24]([CH2:25][CH2:26][CH2:27][N:28]2[C:37](=[O:38])[C:36]3[C:31](=[CH:32][CH:33]=[CH:34][CH:35]=3)[NH:30][C:29]2=[O:39])[CH3:41])[C:17](=[O:19])[CH3:18])[C:11](=[O:40])[C:10]2[C:5](=[CH:6][CH:7]=[CH:8][CH:9]=2)[NH:4]1. The catalyst class is: 98. (7) Reactant: C1([N-]C2CCCCC2)CCCCC1.[Li+].[C:15]([O:19][C:20](=[O:22])[CH3:21])([CH3:18])([CH3:17])[CH3:16].Br[C:24]1[CH:25]=[C:26]([CH3:56])[C:27]([N:30]2[CH2:35][CH2:34][N:33]([C:36]3[CH:41]=[C:40]([C:42]4[CH:47]=[CH:46][C:45]([F:48])=[CH:44][CH:43]=4)[N:39]=[C:38]([N:49]4[CH2:53][CH2:52][CH2:51][C@H:50]4[CH3:54])[N:37]=3)[C@H:32]([CH3:55])[CH2:31]2)=[N:28][CH:29]=1.CC(P(C(C)(C)C)C(C)(C)C)(C)C. Product: [C:15]([O:19][C:20](=[O:22])[CH2:21][C:24]1[CH:29]=[N:28][C:27]([N:30]2[CH2:35][CH2:34][N:33]([C:36]3[CH:41]=[C:40]([C:42]4[CH:43]=[CH:44][C:45]([F:48])=[CH:46][CH:47]=4)[N:39]=[C:38]([N:49]4[CH2:53][CH2:52][CH2:51][C@H:50]4[CH3:54])[N:37]=3)[C@H:32]([CH3:55])[CH2:31]2)=[C:26]([CH3:56])[CH:25]=1)([CH3:18])([CH3:17])[CH3:16]. The catalyst class is: 101. (8) Reactant: [C:1]([CH2:3][CH:4]([CH:27]1[CH2:31][CH2:30][N:29](C(OCC2C=CC=CC=2)=O)[CH2:28]1)[N:5]1[CH:9]=[C:8]([C:10]2[C:11]3[CH:18]=[CH:17][N:16]([CH2:19][O:20][CH2:21][CH2:22][Si:23]([CH3:26])([CH3:25])[CH3:24])[C:12]=3[N:13]=[CH:14][N:15]=2)[CH:7]=[N:6]1)#[N:2].[H][H]. Product: [NH:29]1[CH2:30][CH2:31][CH:27]([CH:4]([N:5]2[CH:9]=[C:8]([C:10]3[C:11]4[CH:18]=[CH:17][N:16]([CH2:19][O:20][CH2:21][CH2:22][Si:23]([CH3:24])([CH3:26])[CH3:25])[C:12]=4[N:13]=[CH:14][N:15]=3)[CH:7]=[N:6]2)[CH2:3][C:1]#[N:2])[CH2:28]1. The catalyst class is: 19. (9) Reactant: [CH3:1][C:2]1([CH3:25])[CH2:6][CH2:5][CH2:4][CH:3]1[C:7]1[CH:12]=[C:11]([C:13]([O:15][CH3:16])=[O:14])[CH:10]=[CH:9][C:8]=1[C:17]1[CH:22]=[C:21]([OH:23])[CH:20]=[CH:19][C:18]=1[F:24].C(=O)([O-])[O-].[Cs+].[Cs+].[F:32][C:33]([F:37])([F:36])[CH2:34]I. Product: [CH3:1][C:2]1([CH3:25])[CH2:6][CH2:5][CH2:4][CH:3]1[C:7]1[CH:12]=[C:11]([C:13]([O:15][CH3:16])=[O:14])[CH:10]=[CH:9][C:8]=1[C:17]1[CH:22]=[C:21]([O:23][CH2:34][C:33]([F:37])([F:36])[F:32])[CH:20]=[CH:19][C:18]=1[F:24]. The catalyst class is: 18. (10) Reactant: [Cl:1][C:2]1[CH:3]=[C:4]([C:9]2[N:14]=[C:13]([N:15]3[CH2:19][CH2:18][CH2:17][CH:16]3[CH3:20])[N:12]=[C:11]([N:21]3[CH2:26][CH2:25][N:24]([C:27]4[N:32]=[CH:31][C:30]([NH2:33])=[CH:29][C:28]=4[CH3:34])[CH2:23][CH2:22]3)[CH:10]=2)[CH:5]=[CH:6][C:7]=1[F:8].[CH3:35][S:36](O[S:36]([CH3:35])(=[O:38])=[O:37])(=[O:38])=[O:37]. Product: [Cl:1][C:2]1[CH:3]=[C:4]([C:9]2[N:14]=[C:13]([N:15]3[CH2:19][CH2:18][CH2:17][CH:16]3[CH3:20])[N:12]=[C:11]([N:21]3[CH2:22][CH2:23][N:24]([C:27]4[N:32]=[CH:31][C:30]([NH:33][S:36]([CH3:35])(=[O:38])=[O:37])=[CH:29][C:28]=4[CH3:34])[CH2:25][CH2:26]3)[CH:10]=2)[CH:5]=[CH:6][C:7]=1[F:8]. The catalyst class is: 2.